Dataset: Catalyst prediction with 721,799 reactions and 888 catalyst types from USPTO. Task: Predict which catalyst facilitates the given reaction. (1) Reactant: [CH3:1][O:2][C:3]1[CH:8]=[CH:7][CH:6]=[CH:5][C:4]=1[N:9]1[CH2:14][CH2:13][N:12]([CH2:15][CH2:16][C:17]([C:20]2[CH:25]=[CH:24][CH:23]=[CH:22][CH:21]=2)=[N:18][OH:19])[CH2:11][CH2:10]1.[CH3:26][C:27](C)([O-])C.[K+].C(I)C. The catalyst class is: 107. Product: [CH2:26]([O:19][N:18]=[C:17]([C:20]1[CH:25]=[CH:24][CH:23]=[CH:22][CH:21]=1)[CH2:16][CH2:15][N:12]1[CH2:11][CH2:10][N:9]([C:4]2[CH:5]=[CH:6][CH:7]=[CH:8][C:3]=2[O:2][CH3:1])[CH2:14][CH2:13]1)[CH3:27]. (2) Reactant: [Br:1][C:2]1[C:3]([CH2:14][CH3:15])=[C:4]([CH:8]([OH:13])S([O-])(=O)=O)[CH:5]=[CH:6][CH:7]=1.Cl. Product: [Br:1][C:2]1[C:3]([CH2:14][CH3:15])=[C:4]([CH:5]=[CH:6][CH:7]=1)[CH:8]=[O:13]. The catalyst class is: 1. (3) Reactant: [Br:1][C:2]1[CH:10]=[CH:9][C:5]([C:6]([OH:8])=O)=[C:4]([CH2:11][O:12][C:13]2[CH:18]=[CH:17][C:16]([F:19])=[CH:15][CH:14]=2)[CH:3]=1.FC(F)(F)C(OC(=O)C(F)(F)F)=O.[OH-].[Na+]. The catalyst class is: 4. Product: [Br:1][C:2]1[CH:10]=[CH:9][C:5]2[C:6](=[O:8])[C:14]3[CH:15]=[C:16]([F:19])[CH:17]=[CH:18][C:13]=3[O:12][CH2:11][C:4]=2[CH:3]=1. (4) Reactant: BrC1CN(C(CC)C(N)=O)C(=O)C1C#C.Br[C:17](Br)=[CH:18][CH:19]1[CH2:23][N:22]([CH:24]([CH2:28][CH3:29])[C:25]([NH2:27])=[O:26])[C:21](=[O:30])[CH2:20]1.CC(C)([O-])C.[K+]. Product: [C:18]([CH:19]1[CH2:23][N:22]([CH:24]([CH2:28][CH3:29])[C:25]([NH2:27])=[O:26])[C:21](=[O:30])[CH2:20]1)#[CH:17]. The catalyst class is: 1. (5) Reactant: F[B-](F)(F)F.C([O+](CC)CC)C.[C:13]([O:17][C:18](=[O:25])[NH:19][C@H:20]([C:22](=O)[NH2:23])[CH3:21])([CH3:16])([CH3:15])[CH3:14].[F:26][C:27]1[CH:28]=[C:29]([NH:34][C:35]2[CH:36]=[N:37][N:38]([CH3:40])[CH:39]=2)[C:30](N)=[CH:31][CH:32]=1. Product: [C:13]([O:17][C:18](=[O:25])[NH:19][C@H:20]([C:22]1[N:34]([C:35]2[CH:36]=[N:37][N:38]([CH3:40])[CH:39]=2)[C:29]2[CH:28]=[C:27]([F:26])[CH:32]=[CH:31][C:30]=2[N:23]=1)[CH3:21])([CH3:16])([CH3:15])[CH3:14]. The catalyst class is: 2.